Predict the reactants needed to synthesize the given product. From a dataset of Full USPTO retrosynthesis dataset with 1.9M reactions from patents (1976-2016). (1) Given the product [C:16]([C:9]1[CH:10]=[CH:11][C:5]2[O:4][C@:3]([CH2:1][CH3:2])([C:12]([O:14][CH3:15])=[O:13])[CH2:7][C:6]=2[CH:8]=1)(=[O:18])[CH3:17], predict the reactants needed to synthesize it. The reactants are: [CH2:1]([C@@:3]1([C:12]([O:14][CH3:15])=[O:13])[CH2:7][C:6]2[CH:8]=[CH:9][CH:10]=[CH:11][C:5]=2[O:4]1)[CH3:2].[C:16](Cl)(=[O:18])[CH3:17].[Cl-].[Al+3].[Cl-].[Cl-].Cl. (2) Given the product [NH2:14][C:11]1[CH:12]=[CH:13][C:8]2[N:7]=[CH:6][N:5]([CH2:4][CH2:3][C:2]([NH:18][CH2:19][CH:20]([C:22]3[CH:23]=[C:24]([NH:28][S:29]([C:32]4[CH:37]=[CH:36][CH:35]=[CH:34][CH:33]=4)(=[O:31])=[O:30])[CH:25]=[CH:26][CH:27]=3)[OH:21])([CH3:1])[CH3:17])[C:9]=2[CH:10]=1, predict the reactants needed to synthesize it. The reactants are: [CH3:1][C:2]([NH:18][CH2:19][CH:20]([C:22]1[CH:23]=[C:24]([NH:28][S:29]([C:32]2[CH:37]=[CH:36][CH:35]=[CH:34][CH:33]=2)(=[O:31])=[O:30])[CH:25]=[CH:26][CH:27]=1)[OH:21])([CH3:17])[CH2:3][CH2:4][N:5]1[C:9]2[CH:10]=[C:11]([N+:14]([O-])=O)[CH:12]=[CH:13][C:8]=2[N:7]=[CH:6]1.[H][H]. (3) Given the product [CH3:49][O:50][CH2:51][CH2:52][NH:53][C:44](=[O:45])[C:43]([CH3:47])([CH3:48])[CH2:42][C@@H:11]1[CH2:10][C@H:9]([C:6]2[CH:7]=[CH:8][C:3]([O:2][CH3:1])=[CH:4][CH:5]=2)[C@@H:14]([O:15][CH2:16][C:17]2[CH:18]=[CH:19][C:20]3[O:25][CH2:24][CH2:23][N:22]([CH2:26][CH2:27][CH2:28][O:29][CH3:30])[C:21]=3[CH:31]=2)[CH2:13][N:12]1[S:32]([C:35]1[CH:40]=[CH:39][C:38]([CH3:41])=[CH:37][CH:36]=1)(=[O:33])=[O:34], predict the reactants needed to synthesize it. The reactants are: [CH3:1][O:2][C:3]1[CH:8]=[CH:7][C:6]([C@@H:9]2[C@@H:14]([O:15][CH2:16][C:17]3[CH:18]=[CH:19][C:20]4[O:25][CH2:24][CH2:23][N:22]([CH2:26][CH2:27][CH2:28][O:29][CH3:30])[C:21]=4[CH:31]=3)[CH2:13][N:12]([S:32]([C:35]3[CH:40]=[CH:39][C:38]([CH3:41])=[CH:37][CH:36]=3)(=[O:34])=[O:33])[C@H:11]([CH2:42][C:43]([CH3:48])([CH3:47])[C:44](O)=[O:45])[CH2:10]2)=[CH:5][CH:4]=1.[CH3:49][O:50][CH2:51][CH2:52][NH2:53]. (4) Given the product [CH:9]([N:12]([CH:13]([CH3:15])[CH3:14])[C:22]([C:17]1[C:16]([CH3:24])=[CH:21][CH:20]=[CH:19][CH:18]=1)=[NH:23])([CH3:11])[CH3:10], predict the reactants needed to synthesize it. The reactants are: C[Mg+].[Br-].CCOCC.[CH:9]([NH:12][CH:13]([CH3:15])[CH3:14])([CH3:11])[CH3:10].[C:16]1([CH3:24])[C:17]([C:22]#[N:23])=[CH:18][CH:19]=[CH:20][CH:21]=1. (5) Given the product [F:24][C:21]1[CH:22]=[CH:23][C:18]([C:13]2[C:12]([CH2:11][NH:10][C:8]3[CH:9]=[C:5]([C:3]([OH:4])=[O:2])[NH:6][N:7]=3)=[C:16]([CH3:17])[O:15][N:14]=2)=[CH:19][CH:20]=1, predict the reactants needed to synthesize it. The reactants are: C[O:2][C:3]([C:5]1[NH:6][N:7]=[C:8]([NH:10][CH2:11][C:12]2[C:13]([C:18]3[CH:23]=[CH:22][C:21]([F:24])=[CH:20][CH:19]=3)=[N:14][O:15][C:16]=2[CH3:17])[CH:9]=1)=[O:4].O.[OH-].[Li+]. (6) Given the product [F:9][C:4]1[CH:5]=[C:6]([I:8])[CH:7]=[C:2]([F:1])[C:3]=1[C@@H:10]1[C:15]2[NH:16][C:17]3[C:22]([C:14]=2[CH2:13][C@@H:12]([CH3:23])[N:11]1[C:26](=[O:27])[C:25]([F:24])([CH3:30])[CH3:29])=[CH:21][CH:20]=[CH:19][CH:18]=3, predict the reactants needed to synthesize it. The reactants are: [F:1][C:2]1[CH:7]=[C:6]([I:8])[CH:5]=[C:4]([F:9])[C:3]=1[C@@H:10]1[C:15]2[NH:16][C:17]3[C:22]([C:14]=2[CH2:13][C@@H:12]([CH3:23])[NH:11]1)=[CH:21][CH:20]=[CH:19][CH:18]=3.[F:24][C:25]([CH3:30])([CH3:29])[C:26](Cl)=[O:27].C(Cl)(=O)C(Cl)=O.C(=O)(O)[O-].[Na+].CCN(C(C)C)C(C)C.